Dataset: Full USPTO retrosynthesis dataset with 1.9M reactions from patents (1976-2016). Task: Predict the reactants needed to synthesize the given product. (1) Given the product [Cl:1][C:2]1[CH:30]=[CH:29][C:5]([CH2:6][NH:7][C:8]([C:10]2[C:11](=[O:28])[C:12]3[C:19]([CH3:20])=[C:18]([CH2:21][Cl:31])[S:17][C:13]=3[N:14]([CH3:16])[CH:15]=2)=[O:9])=[CH:4][CH:3]=1, predict the reactants needed to synthesize it. The reactants are: [Cl:1][C:2]1[CH:30]=[CH:29][C:5]([CH2:6][NH:7][C:8]([C:10]2[C:11](=[O:28])[C:12]3[C:19]([CH3:20])=[C:18]([CH2:21]N4CCOCC4)[S:17][C:13]=3[N:14]([CH3:16])[CH:15]=2)=[O:9])=[CH:4][CH:3]=1.[Cl:31]C(OCC)=O. (2) Given the product [Cl:1][C:2]1[C:11]([N+:12]([O-:14])=[O:13])=[C:10]([NH:23][CH2:24][C:25]2[CH:26]=[N:27][CH:28]=[CH:29][CH:30]=2)[C:9]2[C:4](=[CH:5][CH:6]=[CH:7][CH:8]=2)[N:3]=1, predict the reactants needed to synthesize it. The reactants are: [Cl:1][C:2]1[C:11]([N+:12]([O-:14])=[O:13])=[C:10](Cl)[C:9]2[C:4](=[CH:5][CH:6]=[CH:7][CH:8]=2)[N:3]=1.C(N(CC)CC)C.[NH2:23][CH2:24][C:25]1[CH:26]=[N:27][CH:28]=[CH:29][CH:30]=1. (3) Given the product [Cl:3][C:20]1[N:19]=[C:18]([C:11]2[CH:12]=[C:13]([O:16][CH3:17])[CH:14]=[CH:15][C:10]=2[C:9]([N:8]([CH2:27][CH3:28])[CH2:6][CH3:7])=[O:26])[C:23]([CH3:24])=[CH:22][CH:21]=1, predict the reactants needed to synthesize it. The reactants are: P(Cl)(Cl)([Cl:3])=O.[CH2:6]([N:8]([CH2:27][CH3:28])[C:9](=[O:26])[C:10]1[CH:15]=[CH:14][C:13]([O:16][CH3:17])=[CH:12][C:11]=1[C:18]1[C:23]([CH3:24])=[CH:22][CH:21]=[CH:20][N+:19]=1[O-])[CH3:7].C([O-])(=O)C.[NH4+]. (4) Given the product [Cl:23][CH2:22][CH2:21][CH2:20][N:12]1[C:11]2[C:6](=[CH:7][CH:8]=[CH:9][CH:10]=2)[C:5](=[O:16])[C:4]2[CH:3]=[C:2]([Cl:1])[CH:15]=[CH:14][C:13]1=2, predict the reactants needed to synthesize it. The reactants are: [Cl:1][C:2]1[CH:15]=[CH:14][C:13]2[NH:12][C:11]3[C:6](=[CH:7][CH:8]=[CH:9][CH:10]=3)[C:5](=[O:16])[C:4]=2[CH:3]=1.[OH-].[K+].Br[CH2:20][CH2:21][CH2:22][Cl:23]. (5) Given the product [C:15]1([C:2]2[N:26]3[C:22]([S:23][CH:24]=[CH:25]3)=[N:21][C:3]=2[C:5]2[CH:14]=[CH:13][C:8]([C:9]([O:11][CH3:12])=[O:10])=[CH:7][CH:6]=2)[CH:20]=[CH:19][CH:18]=[CH:17][CH:16]=1, predict the reactants needed to synthesize it. The reactants are: Br[CH:2]([C:15]1[CH:20]=[CH:19][CH:18]=[CH:17][CH:16]=1)[C:3]([C:5]1[CH:14]=[CH:13][C:8]([C:9]([O:11][CH3:12])=[O:10])=[CH:7][CH:6]=1)=O.[NH2:21][C:22]1[S:23][CH:24]=[CH:25][N:26]=1. (6) Given the product [NH:1]1[CH:5]=[C:4]([CH2:6][CH2:7][C:8]([Cl:13])=[O:10])[N:3]=[N:2]1, predict the reactants needed to synthesize it. The reactants are: [NH:1]1[CH:5]=[C:4]([CH2:6][CH2:7][C:8]([OH:10])=O)[N:3]=[N:2]1.S(Cl)([Cl:13])=O. (7) Given the product [Cl:1][C:2]1[CH:7]=[CH:6][N:5]2[N:9]=[C:10]([CH3:13])[C:11]([CH3:12])=[C:4]2[N:3]=1, predict the reactants needed to synthesize it. The reactants are: [Cl:1][C:2]1[CH:7]=[C:6](Cl)[N:5]2[N:9]=[C:10]([CH3:13])[C:11]([CH3:12])=[C:4]2[N:3]=1.